Dataset: Full USPTO retrosynthesis dataset with 1.9M reactions from patents (1976-2016). Task: Predict the reactants needed to synthesize the given product. (1) Given the product [Br:1][C:2]1[CH:3]=[CH:4][C:5]([C:8]2[CH2:12][C@@H:11]([CH2:13][N:15]3[CH2:16][CH:17]=[CH:18][CH2:19][CH2:20]3)[O:10][N:9]=2)=[N:6][CH:7]=1, predict the reactants needed to synthesize it. The reactants are: [Br:1][C:2]1[CH:3]=[CH:4][C:5]([C:8]2[CH2:12][C@@H:11]([CH2:13]Cl)[O:10][N:9]=2)=[N:6][CH:7]=1.[NH:15]1[CH2:20][CH:19]=[CH:18][CH2:17][CH2:16]1.CS(C)=O. (2) Given the product [N:10]1[CH:11]=[CH:12][C:1]([NH:3][C:4]([N:5]2[C@@H:6]3[CH2:7][N:43]([CH2:42][CH2:41]3)[C:37]3[CH:36]=[CH:35][C:34]([CH:30]4[CH2:31][CH2:32][CH2:33][CH:28]([C:27]([F:47])([F:46])[F:26])[CH2:29]4)=[N:45][C:38]2=3)=[O:20])=[N:8][CH:9]=1, predict the reactants needed to synthesize it. The reactants are: [C:1]([N:8]1[CH:12]=[CH:11][N:10]=[CH:9]1)([N:3]1[CH:7]=[CH:6][N:5]=[CH:4]1)=O.NC1C=CN=CN=1.[O:20]1CCOCC1.[F:26][C:27]([F:47])([F:46])[CH:28]1[CH2:33][CH2:32][CH2:31][CH:30]([C:34]2[CH:35]=[CH:36][C:37]3[N:43]4C[C@H]([CH2:41][CH2:42]4)N[C:38]=3[N:45]=2)[CH2:29]1. (3) Given the product [CH2:21]([O:20][C:16]1[CH:15]=[C:14]([CH2:13][CH:2]([NH:1][C:52]([NH:41][CH2:40][C:39]2[CH:38]=[CH:37][C:36]([NH:35][C:33]([O:32][C:28]([CH3:31])([CH3:29])[CH3:30])=[O:34])=[CH:43][CH:42]=2)=[O:53])[C:3]([O:5][CH2:6][C:7]2[CH:8]=[CH:9][CH:10]=[CH:11][CH:12]=2)=[O:4])[CH:19]=[CH:18][CH:17]=1)[C:22]1[CH:23]=[CH:24][CH:25]=[CH:26][CH:27]=1, predict the reactants needed to synthesize it. The reactants are: [NH2:1][CH:2]([CH2:13][C:14]1[CH:19]=[CH:18][CH:17]=[C:16]([O:20][CH2:21][C:22]2[CH:27]=[CH:26][CH:25]=[CH:24][CH:23]=2)[CH:15]=1)[C:3]([O:5][CH2:6][C:7]1[CH:12]=[CH:11][CH:10]=[CH:9][CH:8]=1)=[O:4].[C:28]([O:32][C:33]([NH:35][C:36]1[CH:43]=[CH:42][C:39]([CH2:40][NH2:41])=[CH:38][CH:37]=1)=[O:34])([CH3:31])([CH3:30])[CH3:29].C(N(CC)CC)C.C[CH2:52][O:53]C(C)=O. (4) Given the product [Cl:11][C:12]1[CH:13]=[C:14]([C:19]2[N:24]=[C:23]([CH3:25])[N:22]=[C:21]([N:26]([CH2:27][C:28]3[CH:29]=[CH:30][C:31]([O:34][CH3:35])=[CH:32][CH:33]=3)[CH2:36][C:37]3[CH:38]=[CH:39][C:40]([O:43][CH3:44])=[CH:41][CH:42]=3)[N:20]=2)[C:15]([NH:10][C:4]2[CH:5]=[N:6][C:7]([O:8][CH3:9])=[C:2]([F:1])[CH:3]=2)=[N:16][CH:17]=1, predict the reactants needed to synthesize it. The reactants are: [F:1][C:2]1[CH:3]=[C:4]([NH2:10])[CH:5]=[N:6][C:7]=1[O:8][CH3:9].[Cl:11][C:12]1[CH:13]=[C:14]([C:19]2[N:24]=[C:23]([CH3:25])[N:22]=[C:21]([N:26]([CH2:36][C:37]3[CH:42]=[CH:41][C:40]([O:43][CH3:44])=[CH:39][CH:38]=3)[CH2:27][C:28]3[CH:33]=[CH:32][C:31]([O:34][CH3:35])=[CH:30][CH:29]=3)[N:20]=2)[C:15](F)=[N:16][CH:17]=1.C1COCC1.[Li+].C[Si]([N-][Si](C)(C)C)(C)C.